This data is from Forward reaction prediction with 1.9M reactions from USPTO patents (1976-2016). The task is: Predict the product of the given reaction. Given the reactants [OH:1][CH:2]1[C:6]2([CH2:8][CH2:7]2)[CH2:5][NH:4][CH2:3]1.Br[CH2:10][CH2:11][CH2:12][OH:13].CCN(CC)CC, predict the reaction product. The product is: [OH:1][CH:2]1[C:6]2([CH2:8][CH2:7]2)[CH2:5][N:4]([CH2:10][CH2:11][CH2:12][OH:13])[CH2:3]1.